This data is from Reaction yield outcomes from USPTO patents with 853,638 reactions. The task is: Predict the reaction yield, written as a fraction of the theoretical maximum amount of product (1.0 means a 100% yield; for example, 0.34 means a 34% yield). (1) The reactants are [C:1]([N:4]([C:9]1[CH:14]=[CH:13][C:12]([O:15][C:16]2[CH:21]=[CH:20][C:19]([CH2:22][CH3:23])=[CH:18][C:17]=2[O:24]CC2C=CC=CC=2)=[C:11]([F:32])[CH:10]=1)[CH2:5][CH2:6][CH2:7][NH2:8])(=[O:3])[CH3:2].O1CCCC1. The catalyst is CO. The product is [C:1]([N:4]([C:9]1[CH:14]=[CH:13][C:12]([O:15][C:16]2[CH:21]=[CH:20][C:19]([CH2:22][CH3:23])=[CH:18][C:17]=2[OH:24])=[C:11]([F:32])[CH:10]=1)[CH2:5][CH2:6][CH2:7][NH2:8])(=[O:3])[CH3:2]. The yield is 0.910. (2) The reactants are [NH2:1][C:2]1[CH:14]=[C:5]2[CH2:6][N:7]([CH2:10][CH2:11][C:12]#[N:13])[CH2:8][CH2:9][N:4]2[N:3]=1.Br[C:16]1[C:17](=[O:24])[N:18]([CH3:23])[CH:19]=[C:20]([Br:22])[CH:21]=1. No catalyst specified. The product is [Br:22][C:20]1[CH:21]=[C:16]([NH:1][C:2]2[CH:14]=[C:5]3[CH2:6][N:7]([CH2:10][CH2:11][C:12]#[N:13])[CH2:8][CH2:9][N:4]3[N:3]=2)[C:17](=[O:24])[N:18]([CH3:23])[CH:19]=1. The yield is 0.630. (3) The reactants are [Br:1][C:2]1[CH:7]=[CH:6][C:5]([CH:8]=[CH:9][CH2:10][C:11]2[CH:16]=[CH:15][C:14]([O:17][CH3:18])=[CH:13][CH:12]=2)=[CH:4][CH:3]=1.Cl.[NH:20]([CH2:22][C:23]([O:25][CH2:26][CH3:27])=[O:24])[NH2:21]. The catalyst is C(O)C. The product is [CH2:26]([O:25][C:23](=[O:24])[CH2:22][N:20]1[CH:8]([C:5]2[CH:4]=[CH:3][C:2]([Br:1])=[CH:7][CH:6]=2)[CH2:9][C:10]([C:11]2[CH:12]=[CH:13][C:14]([O:17][CH3:18])=[CH:15][CH:16]=2)=[N:21]1)[CH3:27]. The yield is 0.780. (4) The yield is 0.630. The reactants are [NH2:1][C@@H:2]([CH2:7][CH2:8][S:9][CH3:10])[C:3]([O:5][CH3:6])=[O:4].C(=O)([O-])[O-].[Na+].[Na+].[CH3:17][C:18]([O:21][C:22](O[C:22]([O:21][C:18]([CH3:20])([CH3:19])[CH3:17])=[O:23])=[O:23])([CH3:20])[CH3:19]. The catalyst is O1CCOCC1.O. The product is [C:18]([O:21][C:22]([NH:1][C@@H:2]([CH2:7][CH2:8][S:9][CH3:10])[C:3]([O:5][CH3:6])=[O:4])=[O:23])([CH3:20])([CH3:19])[CH3:17]. (5) The reactants are [F:1][C:2]1[CH:7]=[CH:6][C:5]([C:8]2[O:9][C:10]3[CH:20]=[CH:19][C:18]([C:21]4[CH:26]=[C:25]([O:27]C(C)C)[CH:24]=[C:23]([C:31](=[O:37])[NH:32][CH2:33][CH:34]([CH3:36])[CH3:35])[CH:22]=4)=[CH:17][C:11]=3[C:12]=2[C:13]([NH:15][CH3:16])=[O:14])=[CH:4][CH:3]=1.ClB(Cl)Cl.CO. The yield is 1.00. The product is [F:1][C:2]1[CH:3]=[CH:4][C:5]([C:8]2[O:9][C:10]3[CH:20]=[CH:19][C:18]([C:21]4[CH:22]=[C:23]([C:31](=[O:37])[NH:32][CH2:33][CH:34]([CH3:35])[CH3:36])[CH:24]=[C:25]([OH:27])[CH:26]=4)=[CH:17][C:11]=3[C:12]=2[C:13]([NH:15][CH3:16])=[O:14])=[CH:6][CH:7]=1. The catalyst is ClCCl. (6) The reactants are I[C:2]1[CH:7]=[CH:6][CH:5]=[CH:4][C:3]=1[N+:8]([O-])=O.[CH3:11][N:12]([CH3:21])[C@H:13]1[CH2:19][CH2:18][CH2:17][CH2:16][NH:15][C:14]1=O. No catalyst specified. The product is [CH3:11][N:12]([CH3:21])[C@H:13]1[CH2:19][CH2:18][CH2:17][CH2:16][N:15]2[C:2]3[CH:7]=[CH:6][CH:5]=[CH:4][C:3]=3[N:8]=[C:14]12. The yield is 0.730. (7) The reactants are [CH2:1]([O:3][P:4]([N:9]1[CH2:22][CH2:21][N:20](S(C2C=CC=CC=2[N+]([O-])=O)(=O)=O)[CH2:19][CH2:18][CH2:17][CH2:16][CH2:15][CH2:14][CH2:13][N:12]([S:35]([C:38]2[CH:43]=[CH:42][CH:41]=[CH:40][C:39]=2[N+:44]([O-:46])=[O:45])(=[O:37])=[O:36])[CH2:11][CH2:10]1)([O:6][CH2:7][CH3:8])=[O:5])[CH3:2].C([O-])([O-])=O.[K+].[K+].C1(S)C=CC=CC=1. The catalyst is CN(C=O)C. The product is [CH2:7]([O:6][P:4]([N:9]1[CH2:10][CH2:11][N:12]([S:35]([C:38]2[CH:43]=[CH:42][CH:41]=[CH:40][C:39]=2[N+:44]([O-:46])=[O:45])(=[O:37])=[O:36])[CH2:13][CH2:14][CH2:15][CH2:16][CH2:17][CH2:18][CH2:19][NH:20][CH2:21][CH2:22]1)([O:3][CH2:1][CH3:2])=[O:5])[CH3:8]. The yield is 0.230.